This data is from Full USPTO retrosynthesis dataset with 1.9M reactions from patents (1976-2016). The task is: Predict the reactants needed to synthesize the given product. (1) Given the product [CH3:1][C:2]1[C:6]([C:12]2[CH:13]=[C:14]3[C:18](=[CH:19][CH:20]=2)[NH:17][C:16](=[O:21])[C:15]3([OH:28])[C:22]2[CH:23]=[CH:24][CH:25]=[CH:26][CH:27]=2)=[C:5]([CH3:10])[O:4][N:3]=1, predict the reactants needed to synthesize it. The reactants are: [CH3:1][C:2]1[C:6](B(O)O)=[C:5]([CH3:10])[O:4][N:3]=1.Br[C:12]1[CH:13]=[C:14]2[C:18](=[CH:19][CH:20]=1)[NH:17][C:16](=[O:21])[C:15]2([OH:28])[C:22]1[CH:27]=[CH:26][CH:25]=[CH:24][CH:23]=1.C([O-])([O-])=O.[Na+].[Na+].CC(=O)OCC. (2) Given the product [N:7]1([NH2:22])[C:15]2[C:10](=[CH:11][CH:12]=[CH:13][CH:14]=2)[CH:9]=[CH:8]1, predict the reactants needed to synthesize it. The reactants are: NOS(O)(=O)=O.[NH:7]1[C:15]2[C:10](=[CH:11][CH:12]=[CH:13][CH:14]=2)[CH:9]=[CH:8]1.CC(C)([O-])C.[K+].[NH2:22]OS(O)(=O)=O.N1C2C(=CC=CC=2)C=C1.CN1CCCC1=O.CC(C)([O-])C.[K+].CN1CCCC1=O. (3) Given the product [F:1][C:2]1[C:7]([O:8][CH2:26][CH:25]=[CH2:24])=[CH:6][CH:5]=[CH:4][C:3]=1[CH2:9][NH:10][C:11]([C:13]1[CH:14]=[C:15]2[C:20](=[CH:21][CH:22]=1)[N:19]=[CH:18][CH:17]=[CH:16]2)=[O:12], predict the reactants needed to synthesize it. The reactants are: [F:1][C:2]1[C:7]([OH:8])=[CH:6][CH:5]=[CH:4][C:3]=1[CH2:9][NH:10][C:11]([C:13]1[CH:14]=[C:15]2[C:20](=[CH:21][CH:22]=1)[N:19]=[CH:18][CH:17]=[CH:16]2)=[O:12].Br[CH2:24][CH:25]=[CH2:26].CN(C=O)C.C(=O)([O-])[O-].[Cs+].[Cs+]. (4) Given the product [CH3:1][O:2][C:3]([C:5]1[N:6]([CH2:25][C:26]2[CH:27]=[CH:28][CH:29]=[CH:30][CH:31]=2)[C:7](=[O:24])[C:8]2[C:13]([C:14]=1[C:37]1[CH:38]=[C:33]([CH3:32])[CH:34]=[CH:35][CH:36]=1)=[CH:12][C:11]([Cl:23])=[CH:10][CH:9]=2)=[O:4], predict the reactants needed to synthesize it. The reactants are: [CH3:1][O:2][C:3]([C:5]1[N:6]([CH2:25][C:26]2[CH:31]=[CH:30][CH:29]=[CH:28][CH:27]=2)[C:7](=[O:24])[C:8]2[C:13]([C:14]=1OS(C(F)(F)F)(=O)=O)=[CH:12][C:11]([Cl:23])=[CH:10][CH:9]=2)=[O:4].[CH3:32][C:33]1[CH:34]=[C:35](B(O)O)[CH:36]=[CH:37][CH:38]=1. (5) Given the product [CH:27]1([C:2]2[CH:7]=[C:6]([F:8])[C:5]([C:9]3([CH2:12][NH:13][C:14](=[O:25])[C:15]4[CH:20]=[CH:19][CH:18]=[CH:17][C:16]=4[C:21]([F:22])([F:24])[F:23])[CH2:10][CH2:11]3)=[C:4]([F:26])[CH:3]=2)[CH2:29][CH2:28]1, predict the reactants needed to synthesize it. The reactants are: Br[C:2]1[CH:7]=[C:6]([F:8])[C:5]([C:9]2([CH2:12][NH:13][C:14](=[O:25])[C:15]3[CH:20]=[CH:19][CH:18]=[CH:17][C:16]=3[C:21]([F:24])([F:23])[F:22])[CH2:11][CH2:10]2)=[C:4]([F:26])[CH:3]=1.[CH:27]1(B(O)O)[CH2:29][CH2:28]1.[O-]P([O-])([O-])=O.[K+].[K+].[K+].CCOC(C)=O. (6) Given the product [CH:19]([O:22][C:4]1[CH:9]=[C:8]([O:15][CH2:11][C:12]#[C:13][CH3:14])[N:7]=[CH:6][N:5]=1)([CH2:20][CH3:21])[CH3:18], predict the reactants needed to synthesize it. The reactants are: [H-].[Na+].Cl[C:4]1[CH:9]=[C:8](Cl)[N:7]=[CH:6][N:5]=1.[CH2:11]([OH:15])[C:12]#[C:13][CH3:14].[Cl-].[NH4+].[CH3:18][CH:19]([OH:22])[CH2:20][CH3:21]. (7) Given the product [O:24]=[C:23]1[CH2:22][CH2:21][CH2:20][CH2:19][N:17]1[C:13]1[CH:12]=[C:11]2[C:16](=[CH:15][CH:14]=1)[N:8]([C:6]([O:5][C:1]([CH3:4])([CH3:2])[CH3:3])=[O:7])[CH2:9][CH2:10]2, predict the reactants needed to synthesize it. The reactants are: [C:1]([O:5][C:6]([N:8]1[C:16]2[C:11](=[CH:12][C:13]([NH2:17])=[CH:14][CH:15]=2)[CH2:10][CH2:9]1)=[O:7])([CH3:4])([CH3:3])[CH3:2].Br[CH2:19][CH2:20][CH2:21][CH2:22][C:23](Cl)=[O:24].C1COCC1.CC(C)([O-])C.[K+]. (8) Given the product [N+:7]([C:1]1[CH:6]=[CH:5][CH:4]=[CH:3][CH:2]=1)([O-:9])=[O:8], predict the reactants needed to synthesize it. The reactants are: [CH:1]1[CH:6]=[CH:5][CH:4]=[CH:3][CH:2]=1.[N+:7]([O-])([OH:9])=[O:8].S(=O)(=O)(O)O.